From a dataset of Full USPTO retrosynthesis dataset with 1.9M reactions from patents (1976-2016). Predict the reactants needed to synthesize the given product. (1) The reactants are: [Br:1][C:2]1[C:3]([C:8]2[NH:12][CH:11]=[N:10][N:9]=2)=[C:4]([NH2:7])[S:5][CH:6]=1.Cl.[F:14][C:15]([F:31])([F:30])[C:16]1[CH:17]=[N:18][C:19]2[C:24]([CH:25]=1)=[C:23]([CH2:26][C:27](O)=[O:28])[CH:22]=[CH:21][CH:20]=2. Given the product [Br:1][C:2]1[C:3]([C:8]2[N:12]=[CH:11][NH:10][N:9]=2)=[C:4]([NH:7][C:27](=[O:28])[CH2:26][C:23]2[CH:22]=[CH:21][CH:20]=[C:19]3[C:24]=2[CH:25]=[C:16]([C:15]([F:14])([F:31])[F:30])[CH:17]=[N:18]3)[S:5][CH:6]=1, predict the reactants needed to synthesize it. (2) Given the product [CH3:16][O:14][C:6]12[CH2:12][CH:10]3[CH2:9][CH:8]([CH2:13][C:4]([NH2:3])([CH2:11]3)[CH2:5]1)[CH2:7]2, predict the reactants needed to synthesize it. The reactants are: [H-].[K+].[NH2:3][C:4]12[CH2:13][CH:8]3[CH2:9][CH:10]([CH2:12][C:6]([OH:14])([CH2:7]3)[CH2:5]1)[CH2:11]2.I[CH3:16]. (3) Given the product [Cl:1][C:2]1([Cl:17])[CH2:4][C:3]1([C:6]1[CH:7]=[C:8]([CH:9]=[CH:10][CH:11]=1)[CH:12]=[O:13])[CH3:5], predict the reactants needed to synthesize it. The reactants are: [Cl:1][C:2]1([Cl:17])[CH2:4][C:3]1([C:6]1[CH:7]=[C:8]([CH:12]2OCC[O:13]2)[CH:9]=[CH:10][CH:11]=1)[CH3:5].Cl. (4) Given the product [OH:25][C@H:22]1[CH2:23][CH2:24][N:20]([CH2:19][CH2:15][C:14]2[NH:3][C:4](=[O:13])[C:5]3[C:6]([CH:12]=2)=[C:7]([CH3:11])[CH:8]=[CH:9][CH:10]=3)[CH2:21]1, predict the reactants needed to synthesize it. The reactants are: C([N:3]([CH2:14][CH3:15])[C:4](=[O:13])[C:5]1[CH:10]=[CH:9][CH:8]=[C:7]([CH3:11])[C:6]=1[CH3:12])C.C(C[CH2:19][N:20]1[CH2:24][CH2:23][C@H:22]([OH:25])[CH2:21]1)#N. (5) Given the product [CH:27]1([CH2:30][N:25]2[CH2:24][CH2:23][C:14]3[N:15]([S:19]([CH3:22])(=[O:20])=[O:21])[C:16]4[CH:17]=[CH:18][C:10]([C:8]([N:5]5[CH2:4][CH2:3][CH:2]([CH3:1])[CH2:7][CH2:6]5)=[O:9])=[CH:11][C:12]=4[C:13]=3[CH2:26]2)[CH2:29][CH2:28]1, predict the reactants needed to synthesize it. The reactants are: [CH3:1][CH:2]1[CH2:7][CH2:6][N:5]([C:8]([C:10]2[CH:18]=[CH:17][C:16]3[N:15]([S:19]([CH3:22])(=[O:21])=[O:20])[C:14]4[CH2:23][CH2:24][NH:25][CH2:26][C:13]=4[C:12]=3[CH:11]=2)=[O:9])[CH2:4][CH2:3]1.[CH:27]1([CH:30]=O)[CH2:29][CH2:28]1.